This data is from Full USPTO retrosynthesis dataset with 1.9M reactions from patents (1976-2016). The task is: Predict the reactants needed to synthesize the given product. (1) Given the product [NH2:28][C:27]1[CH:26]=[C:25]([C:23]#[C:24][C:2]2[CH:7]=[C:6]([NH:8][C:9](=[O:15])[O:10][C:11]([CH3:14])([CH3:13])[CH3:12])[CH:5]=[CH:4][N:3]=2)[CH:31]=[CH:30][CH:29]=1, predict the reactants needed to synthesize it. The reactants are: I[C:2]1[CH:7]=[C:6]([NH:8][C:9](=[O:15])[O:10][C:11]([CH3:14])([CH3:13])[CH3:12])[CH:5]=[CH:4][N:3]=1.C(N(CC)CC)C.[C:23]([C:25]1[CH:26]=[C:27]([CH:29]=[CH:30][CH:31]=1)[NH2:28])#[CH:24]. (2) Given the product [CH3:43][O:42][C:40](=[O:41])[NH:39][C@@H:25]([CH:26]([C:27]1[CH:32]=[CH:31][CH:30]=[CH:29][CH:28]=1)[C:33]1[CH:34]=[CH:35][CH:36]=[CH:37][CH:38]=1)[C:24]([NH:23][C@@H:21]([CH3:22])[CH2:20][CH2:19][CH2:18][C@H:12]([N:11]([S:8]([C:5]1[CH:4]=[CH:3][C:2]([NH2:1])=[CH:7][CH:6]=1)(=[O:9])=[O:10])[CH:45]([CH3:47])[CH3:46])[CH2:13][OH:14])=[O:44], predict the reactants needed to synthesize it. The reactants are: [NH2:1][C:2]1[CH:7]=[CH:6][C:5]([S:8]([N:11]([CH:45]([CH3:47])[CH3:46])[C@@H:12]([CH2:18][CH2:19][CH2:20][C@@H:21]([NH:23][C:24](=[O:44])[C@@H:25]([NH:39][C:40]([O:42][CH3:43])=[O:41])[CH:26]([C:33]2[CH:38]=[CH:37][CH:36]=[CH:35][CH:34]=2)[C:27]2[CH:32]=[CH:31][CH:30]=[CH:29][CH:28]=2)[CH3:22])[C:13](OCC)=[O:14])(=[O:10])=[O:9])=[CH:4][CH:3]=1.[Li+].[BH4-].